Regression. Given a peptide amino acid sequence and an MHC pseudo amino acid sequence, predict their binding affinity value. This is MHC class II binding data. From a dataset of Peptide-MHC class II binding affinity with 134,281 pairs from IEDB. (1) The peptide sequence is SSLLLEGFKLLSSLV. The MHC is DRB1_0101 with pseudo-sequence DRB1_0101. The binding affinity (normalized) is 0.758. (2) The peptide sequence is CSCRDQSEAQLALTI. The MHC is DRB3_0301 with pseudo-sequence DRB3_0301. The binding affinity (normalized) is 0. (3) The peptide sequence is EKKYFAATQFEPLGA. The MHC is DRB1_0701 with pseudo-sequence DRB1_0701. The binding affinity (normalized) is 0.756. (4) The peptide sequence is PRSPTVFYNIPPMPLPPSQL. The MHC is DRB1_0901 with pseudo-sequence DRB1_0901. The binding affinity (normalized) is 0.733. (5) The peptide sequence is EKKYFAATQFEPLCA. The MHC is HLA-DQA10501-DQB10201 with pseudo-sequence HLA-DQA10501-DQB10201. The binding affinity (normalized) is 0.533.